This data is from Experimentally validated miRNA-target interactions with 360,000+ pairs, plus equal number of negative samples. The task is: Binary Classification. Given a miRNA mature sequence and a target amino acid sequence, predict their likelihood of interaction. (1) The miRNA is hsa-miR-3665 with sequence AGCAGGUGCGGGGCGGCG. The protein sequence of the target gene is MQAEDRSQFGSAAEMLSEQTAALGTGWESMNVQLDGAEPQVERGSQEERPWRTVPGPLEHLCCDLEEEPQSLQEKAQSAPWVPAIPQEGNTGDWEMAAALLAAGSQGLVTIKDVSLCFSQEEWRSLDPSQTDFYGEYVMQENCGIVVSLRFPIPKLDMLSQLEGGEEQWVPDPQDLEERDILRVTYTGDGSEHEGDTPELEAEPPRMLSSVSEDTVLWNPEHDESWDSMPSSSRGMLLGPPFLQEDSFSNLLCSTEMDSLLRPHTCPQCGKQFVWGSHLARHQQTHTGERPYSCLKCEKT.... Result: 1 (interaction). (2) The miRNA is hsa-miR-181a-5p with sequence AACAUUCAACGCUGUCGGUGAGU. The protein sequence of the target gene is MMLPYPSALGDQYWEEILLPKNGENVETMKKLTQNHKAKGLPSNDTDCPQKKEGKAQIVVPVTFRDVTVIFTEAEWKRLSPEQRNLYKEVMLENYRNLLSLAEPKPEIYTCSSCLLAFSCQQFLSQHVLQIFLGLCAENHFHPGNSSPGHWKQQGQQYSHVSCWFENAEGQERGGGSKPWSARTEERETSRAFPSPLQRQSASPRKGNMVVETEPSSAQRPNPVQLDKGLKELETLRFGAINCREYEPDHNLESNFITNPRTLLGKKPYICSDCGRSFKDRSTLIRHHRIHSMEKPYVCS.... Result: 0 (no interaction). (3) The miRNA is mmu-miR-667-3p with sequence UGACACCUGCCACCCAGCCCAAG. The protein sequence of the target gene is MDETSPLVSPERAQPPEYTFPSGSGAHFPQVPGGAVRVAAAAGSGPSPPCSPGHDRERQPLLDRARGAAAQGQTHTVAVQAQALAAQAAVAAHAVQTHRERNDFPEDPEFEVVVRQAEVAIECSIYPERIYQGSSGSYFVKDSQGRIVAVFKPKNEEPYGHLNPKWTKWLQKLCCPCCFGRDCLVLNQGYLSEAGASLVDQKLELNIVPRTKVVYLASETFNYSAIDRVKSRGKRLALEKVPKVGQRFNRIGLPPKVGSFQLFVEGYKDADYWLRRFEAEPLPENTNRQLLLQFERLVVL.... Result: 0 (no interaction).